From a dataset of Full USPTO retrosynthesis dataset with 1.9M reactions from patents (1976-2016). Predict the reactants needed to synthesize the given product. (1) The reactants are: [Cl:1][C:2]1[CH:3]=[C:4]([C:8]2[N:9]([CH2:21][C:22]3[CH:27]=[C:26]([Cl:28])[CH:25]=[CH:24][C:23]=3[Cl:29])[C:10]([C:17]([O:19][CH3:20])=[O:18])=[C:11]([C:13](OC)=[O:14])[N:12]=2)[CH:5]=[N:6][CH:7]=1.[H-].C([Al+]CC(C)C)C(C)C. Given the product [Cl:1][C:2]1[CH:3]=[C:4]([C:8]2[N:9]([CH2:21][C:22]3[CH:27]=[C:26]([Cl:28])[CH:25]=[CH:24][C:23]=3[Cl:29])[C:10]([C:17]([O:19][CH3:20])=[O:18])=[C:11]([CH2:13][OH:14])[N:12]=2)[CH:5]=[N:6][CH:7]=1, predict the reactants needed to synthesize it. (2) Given the product [CH3:45][S:44][C:41]1[S:40][C:39]([C:19]2[CH:20]=[C:21]3[C:16](=[CH:17][CH:18]=2)[N:15]([C:31]([O:33][C:34]([CH3:37])([CH3:36])[CH3:35])=[O:32])[CH:14]=[C:13]3[C:11]2[CH:10]=[CH:9][CH:8]=[C:7]([N:4]3[CH2:3][CH2:2][O:1][CH2:6][CH2:5]3)[N:12]=2)=[N:43][N:42]=1, predict the reactants needed to synthesize it. The reactants are: [O:1]1[CH2:6][CH2:5][N:4]([C:7]2[N:12]=[C:11]([C:13]3[C:21]4[C:16](=[CH:17][CH:18]=[C:19](B5OC(C)(C)C(C)(C)O5)[CH:20]=4)[N:15]([C:31]([O:33][C:34]([CH3:37])([CH3:36])[CH3:35])=[O:32])[CH:14]=3)[CH:10]=[CH:9][CH:8]=2)[CH2:3][CH2:2]1.Br[C:39]1[S:40][C:41]([S:44][CH3:45])=[N:42][N:43]=1.C(=O)([O-])[O-].[K+].[K+].